This data is from Reaction yield outcomes from USPTO patents with 853,638 reactions. The task is: Predict the reaction yield, written as a fraction of the theoretical maximum amount of product (1.0 means a 100% yield; for example, 0.34 means a 34% yield). (1) The reactants are [C:1]([C:5]1[CH:10]=[C:9]([CH3:11])[CH:8]=[C:7]([C:12]([CH3:15])([CH3:14])[CH3:13])[C:6]=1[O:16][C:17]([CH:19]1[CH2:21][CH2:20]1)=[O:18])([CH3:4])([CH3:3])[CH3:2].[Li][C:23](C)(C)[CH3:24].C(I)C. The catalyst is C1COCC1. The product is [C:12]([C:7]1[CH:8]=[C:9]([CH3:11])[CH:10]=[C:5]([C:1]([CH3:2])([CH3:3])[CH3:4])[C:6]=1[O:16][C:17]([C:19]1([CH2:23][CH3:24])[CH2:21][CH2:20]1)=[O:18])([CH3:13])([CH3:14])[CH3:15]. The yield is 0.370. (2) The reactants are [C:1]([O:4][CH2:5][C@@:6]([NH:19][C:20](=[O:22])[CH3:21])([CH3:18])[CH2:7][CH2:8][C:9]1[O:10][C:11]([C:14]#[C:15][CH2:16]Br)=[CH:12][CH:13]=1)(=[O:3])[CH3:2].[Cl-:23].[NH4+].CN(C)[CH:27]=[O:28]. The catalyst is O.C(OCC)(=O)C. The product is [C:1]([O:4][CH2:5][C@@:6]([NH:19][C:20](=[O:22])[CH3:21])([CH3:18])[CH2:7][CH2:8][C:9]1[O:10][C:11]([C:14]#[C:15][CH2:16][O:28][C:27]2[CH:9]=[CH:8][C:7]([Cl:23])=[CH:6][CH:5]=2)=[CH:12][CH:13]=1)(=[O:3])[CH3:2]. The yield is 0.930. (3) The reactants are [CH2:1]([N:8]1[CH:13]2[CH2:14][CH2:15][CH:9]1[CH2:10][C:11](=O)[CH2:12]2)[C:2]1[CH:7]=[CH:6][CH:5]=[CH:4][CH:3]=1.[C:17]([O:21][C:22]([N:24]1[CH2:29][CH2:28][NH:27][CH2:26][CH2:25]1)=[O:23])([CH3:20])([CH3:19])[CH3:18].[BH4-].[Na+]. The catalyst is CO.CC(O[Ti](OC(C)C)(OC(C)C)OC(C)C)C. The product is [CH2:1]([N:8]1[CH:13]2[CH2:14][CH2:15][CH:9]1[CH2:10][CH:11]([N:27]1[CH2:26][CH2:25][N:24]([C:22]([O:21][C:17]([CH3:20])([CH3:19])[CH3:18])=[O:23])[CH2:29][CH2:28]1)[CH2:12]2)[C:2]1[CH:7]=[CH:6][CH:5]=[CH:4][CH:3]=1. The yield is 0.450. (4) The reactants are [NH2:1][C:2]1[C:11]2[C:6](=[C:7]([C:12]([NH:14][C:15]3[C:20]([Cl:21])=[CH:19][CH:18]=[C:17]([NH:22][S:23]([CH2:26][CH2:27][CH3:28])(=[O:25])=[O:24])[C:16]=3[C:29]#[C:30][Si](C(C)C)(C(C)C)C(C)C)=[O:13])[CH:8]=[CH:9][CH:10]=2)[N:5]=[CH:4][N:3]=1.CCCC[N+](CCCC)(CCCC)CCCC.[F-]. The catalyst is C1COCC1. The product is [Cl:21][C:20]1[C:15]([NH:14][C:12]([C:7]2[CH:8]=[CH:9][CH:10]=[C:11]3[C:6]=2[N:5]=[CH:4][N:3]=[C:2]3[NH2:1])=[O:13])=[C:16]([C:29]#[CH:30])[C:17]([NH:22][S:23]([CH2:26][CH2:27][CH3:28])(=[O:25])=[O:24])=[CH:18][CH:19]=1. The yield is 0.290. (5) The reactants are [CH2:1]([O:3][C:4]([C:7]1[CH:11]=[C:10]([NH2:12])[N:9]([C:13]2[CH:18]=[CH:17][CH:16]=[CH:15][CH:14]=2)[N:8]=1)([CH3:6])[CH3:5])[CH3:2].Cl[C:20]([O:22][C:23]1[CH:28]=[CH:27][CH:26]=[CH:25][CH:24]=1)=[O:21].C([O-])([O-])=O.[K+].[K+]. The catalyst is C1COCC1. The product is [CH2:1]([O:3][C:4]([C:7]1[CH:11]=[C:10]([NH:12][C:20](=[O:21])[O:22][C:23]2[CH:28]=[CH:27][CH:26]=[CH:25][CH:24]=2)[N:9]([C:13]2[CH:18]=[CH:17][CH:16]=[CH:15][CH:14]=2)[N:8]=1)([CH3:6])[CH3:5])[CH3:2]. The yield is 0.930. (6) The reactants are [Cl:1][C:2]1[N:7]=[N:6][C:5](Cl)=[C:4]2[N:9]=[CH:10][CH:11]=[CH:12][C:3]=12.[CH3:13][C@H:14]1[NH:19][CH2:18][CH2:17][N:16]([C:20]([C:22]2[CH:27]=[CH:26][CH:25]=[CH:24][CH:23]=2)=[O:21])[CH2:15]1. The catalyst is ClCCl. The product is [Cl:1][C:2]1[N:7]=[N:6][C:5]([N:19]2[CH2:18][CH2:17][N:16]([C:20]([C:22]3[CH:23]=[CH:24][CH:25]=[CH:26][CH:27]=3)=[O:21])[CH2:15][C@H:14]2[CH3:13])=[C:4]2[N:9]=[CH:10][CH:11]=[CH:12][C:3]=12. The yield is 0.440. (7) The yield is 0.680. The catalyst is O1CCOCC1. The reactants are [Cl:1][C:2]1[CH:18]=[CH:17][C:5]2[CH2:6][CH2:7][N:8]([C:11](=[O:16])[C:12]([F:15])([F:14])[F:13])[CH2:9][CH2:10][C:4]=2[C:3]=1OS(C(F)(F)F)(=O)=O.[CH2:27]([O:29][C:30]1[CH:37]=[CH:36][C:33]([CH2:34][NH2:35])=[CH:32][C:31]=1[Cl:38])[CH3:28]. The product is [Cl:1][C:2]1[CH:18]=[CH:17][C:5]2[CH2:6][CH2:7][N:8]([C:11](=[O:16])[C:12]([F:15])([F:14])[F:13])[CH2:9][CH2:10][C:4]=2[C:3]=1[NH:35][CH2:34][C:33]1[CH:36]=[CH:37][C:30]([O:29][CH2:27][CH3:28])=[C:31]([Cl:38])[CH:32]=1.